Dataset: Catalyst prediction with 721,799 reactions and 888 catalyst types from USPTO. Task: Predict which catalyst facilitates the given reaction. (1) Reactant: C[O:2][C:3]1[CH:4]=[C:5]([NH:11][S:12]([CH3:15])(=[O:14])=[O:13])[CH:6]=[C:7]([O:9]C)[CH:8]=1.B(Br)(Br)Br. Product: [OH:2][C:3]1[CH:4]=[C:5]([NH:11][S:12]([CH3:15])(=[O:14])=[O:13])[CH:6]=[C:7]([OH:9])[CH:8]=1. The catalyst class is: 96. (2) Reactant: Br[CH2:2][C:3]([C:5]12[CH2:14][CH:9]3[CH2:10][CH:11]([CH2:13][CH:7]([CH2:8]3)[CH2:6]1)[CH2:12]2)=[O:4].[SH:15][C:16]1[S:17][CH:18]=[CH:19][CH:20]=1.C(N(CC)CC)C. Product: [C:5]12([C:3](=[O:4])[CH2:2][S:15][C:16]3[S:17][CH:18]=[CH:19][CH:20]=3)[CH2:14][CH:9]3[CH2:10][CH:11]([CH2:13][CH:7]([CH2:8]3)[CH2:6]1)[CH2:12]2. The catalyst class is: 10.